From a dataset of Full USPTO retrosynthesis dataset with 1.9M reactions from patents (1976-2016). Predict the reactants needed to synthesize the given product. (1) Given the product [O:20]=[S:9]1(=[O:21])[C:10]2[C:15](=[CH:14][CH:13]=[CH:12][CH:11]=2)[C:16]2[C:7](=[C:6]3[C:19](=[CH:18][CH:17]=2)[C:2]([N:23]([CH3:24])[CH3:22])=[CH:3][CH:4]=[N:5]3)[NH:8]1, predict the reactants needed to synthesize it. The reactants are: Cl[C:2]1[C:19]2[C:6](=[C:7]3[C:16](=[CH:17][CH:18]=2)[C:15]2[C:10](=[CH:11][CH:12]=[CH:13][CH:14]=2)[S:9](=[O:21])(=[O:20])[NH:8]3)[N:5]=[CH:4][CH:3]=1.[CH3:22][NH:23][CH3:24]. (2) Given the product [C:50]([O:49][C:47](=[O:48])[NH:54][CH2:55][CH2:56][NH:57][C:25]([C:23]1[S:22][C:16]2=[CH:17][CH:18]=[C:19]3[C:14]([N:13]=[C:12]([NH:11][C:7]4[CH:8]=[CH:9][CH:10]=[C:5]([S:1](=[O:3])(=[O:4])[NH2:2])[CH:6]=4)[N:21]=[CH:20]3)=[C:15]2[CH:24]=1)=[O:27])([CH3:53])([CH3:51])[CH3:52], predict the reactants needed to synthesize it. The reactants are: [S:1]([C:5]1[CH:6]=[C:7]([NH:11][C:12]2[N:21]=[CH:20][C:19]3[C:14](=[C:15]4[CH:24]=[C:23]([C:25]([OH:27])=O)[S:22][C:16]4=[CH:17][CH:18]=3)[N:13]=2)[CH:8]=[CH:9][CH:10]=1)(=[O:4])(=[O:3])[NH2:2].ON1C2N=CC=CC=2N=N1.C(N(CC)C(C)C)(C)C.[C:47]([NH:54][CH2:55][CH2:56][NH2:57])([O:49][C:50]([CH3:53])([CH3:52])[CH3:51])=[O:48].C(Cl)CCl. (3) Given the product [CH3:1][O:2][C:3](=[O:14])[CH2:4][C:5]1[CH:10]=[CH:9][C:8]([O:11][CH2:16][C:17]2[CH:22]=[CH:21][CH:20]=[CH:19][C:18]=2[I:23])=[C:7]([CH:12]=[O:13])[CH:6]=1, predict the reactants needed to synthesize it. The reactants are: [CH3:1][O:2][C:3](=[O:14])[CH2:4][C:5]1[CH:10]=[CH:9][C:8]([OH:11])=[C:7]([CH:12]=[O:13])[CH:6]=1.Cl[CH2:16][C:17]1[CH:22]=[CH:21][CH:20]=[CH:19][C:18]=1[I:23].N[C@H](C(O)=O)CC1C=C2C(C=CC=C2)=CC=1. (4) Given the product [CH2:1]([N:8]1[CH2:12][CH:11]([CH2:13][OH:14])[CH:10]([CH2:17][OH:18])[CH2:9]1)[C:2]1[CH:3]=[CH:4][CH:5]=[CH:6][CH:7]=1, predict the reactants needed to synthesize it. The reactants are: [CH2:1]([N:8]1[CH2:12][CH:11]([C:13](OC)=[O:14])[CH:10]([C:17](OC)=[O:18])[CH2:9]1)[C:2]1[CH:7]=[CH:6][CH:5]=[CH:4][CH:3]=1.[H-].[H-].[H-].[H-].[Li+].[Al+3]. (5) Given the product [Cl:1][C:2]1[CH:7]=[C:6]([CH3:11])[N:5]=[C:4]([S:9][CH3:10])[N:3]=1, predict the reactants needed to synthesize it. The reactants are: [Cl:1][C:2]1[CH:7]=[C:6](Cl)[N:5]=[C:4]([S:9][CH3:10])[N:3]=1.[CH3:11][Mg+].[Br-]. (6) Given the product [Br:1][C:2]1[CH:9]=[CH:8][C:5]([CH2:6][N:20]2[CH2:21][CH2:22][CH2:23][C:18]([CH3:17])([OH:24])[CH2:19]2)=[CH:4][CH:3]=1, predict the reactants needed to synthesize it. The reactants are: [Br:1][C:2]1[CH:9]=[CH:8][C:5]([CH2:6]Br)=[CH:4][CH:3]=1.C(N(CC)CC)C.[CH3:17][C:18]1([OH:24])[CH2:23][CH2:22][CH2:21][NH:20][CH2:19]1. (7) Given the product [Br:1][C:2]1[C:3]2[N:12]=[CH:13][NH:11][C:4]=2[CH:5]=[C:6]([N+:8]([O-:10])=[O:9])[CH:7]=1, predict the reactants needed to synthesize it. The reactants are: [Br:1][C:2]1[CH:7]=[C:6]([N+:8]([O-:10])=[O:9])[CH:5]=[C:4]([NH2:11])[C:3]=1[NH2:12].[CH:13](O)=O. (8) Given the product [CH2:1]([C:3]1[S:28][C:6]2[N:7]([CH2:13][C:14]3[CH:19]=[CH:18][C:17]([C:20]4[C:21]([C:26]#[N:27])=[CH:22][CH:23]=[CH:24][CH:25]=4)=[CH:16][CH:15]=3)[C:8](=[O:12])[N:9]([CH2:30][C:31]([C:33]3[CH:42]=[CH:41][C:40]4[C:35](=[CH:36][CH:37]=[CH:38][CH:39]=4)[CH:34]=3)=[O:32])[C:10](=[O:11])[C:5]=2[CH:4]=1)[CH3:2], predict the reactants needed to synthesize it. The reactants are: [CH2:1]([C:3]1[S:28][C:6]2[N:7]([CH2:13][C:14]3[CH:19]=[CH:18][C:17]([C:20]4[C:21]([C:26]#[N:27])=[CH:22][CH:23]=[CH:24][CH:25]=4)=[CH:16][CH:15]=3)[C:8](=[O:12])[NH:9][C:10](=[O:11])[C:5]=2[CH:4]=1)[CH3:2].Br[CH2:30][C:31]([C:33]1[CH:42]=[CH:41][C:40]2[C:35](=[CH:36][CH:37]=[CH:38][CH:39]=2)[CH:34]=1)=[O:32].CN(C)C=O.[H-].[Na+]. (9) Given the product [F:1][CH2:2][C:3]1[CH:4]=[C:5]([N:9]2[CH2:34][CH2:35][N:31]([C:36](=[NH:38])[NH2:37])[CH2:11][CH2:10]2)[CH:6]=[CH:7][CH:8]=1, predict the reactants needed to synthesize it. The reactants are: [F:1][CH2:2][C:3]1[CH:4]=[C:5]([N:9]2CCN(C(OC(C)(C)C)=O)[CH2:11][CH2:10]2)[CH:6]=[CH:7][CH:8]=1.C(N(C(C)C)CC)(C)C.[N:31]1([C:36](=[NH:38])[NH2:37])[CH:35]=[CH:34]C=N1.